From a dataset of Reaction yield outcomes from USPTO patents with 853,638 reactions. Predict the reaction yield, written as a fraction of the theoretical maximum amount of product (1.0 means a 100% yield; for example, 0.34 means a 34% yield). (1) The reactants are C[O:2][C:3]1[CH:21]=[CH:20][C:6]([O:7][C:8]2[CH:13]=[CH:12][C:11]([C:14]3[CH:19]=[CH:18][CH:17]=[CH:16][CH:15]=3)=[CH:10][CH:9]=2)=[CH:5][CH:4]=1.B(Br)(Br)Br.C(Cl)Cl.O. The catalyst is C(Cl)Cl. The product is [C:11]1([C:14]2[CH:19]=[CH:18][CH:17]=[CH:16][CH:15]=2)[CH:12]=[CH:13][C:8]([O:7][C:6]2[CH:20]=[CH:21][C:3]([OH:2])=[CH:4][CH:5]=2)=[CH:9][CH:10]=1. The yield is 0.280. (2) The yield is 0.340. The catalyst is CO. The reactants are [C:1]1([NH2:8])[C:2]([NH2:7])=[CH:3][CH:4]=[CH:5][CH:6]=1.[CH:9]1([CH:12]=O)[CH2:11][CH2:10]1.[BH3-]C#N.[Na+].C(O)(=O)C. The product is [CH:9]1([CH2:12][NH:7][C:2]2[C:1]([NH2:8])=[CH:6][CH:5]=[CH:4][CH:3]=2)[CH2:11][CH2:10]1. (3) The reactants are C([O:8][C:9]1[CH:10]=[C:11]([CH:28]=[CH:29][CH:30]=1)[C:12]([C:14](=[CH:21][C:22]1[CH:27]=[CH:26][CH:25]=[CH:24][CH:23]=1)[C:15]([NH:17][CH:18]([CH3:20])[CH3:19])=[O:16])=[O:13])C1C=CC=CC=1.CS(O)(=O)=[O:33].C(=O)(O)[O-].[Na+]. The catalyst is ClCCl. The product is [CH:18]([NH-:17])([CH3:20])[CH3:19].[OH:8][C:9]1[CH:10]=[C:11]2[C:28](=[CH:29][CH:30]=1)[CH:21]([C:22]1[CH:23]=[CH:24][CH:25]=[CH:26][CH:27]=1)[CH:14]([C:15]([O-:33])=[O:16])[C:12]2=[O:13]. The yield is 0.440. (4) The reactants are [O:1]=[C:2]1[C:10]2[C:5](=[CH:6][CH:7]=[CH:8][CH:9]=2)[C:4](=[O:11])[N:3]1[CH2:12][CH2:13][CH2:14][C:15]1[CH:16]=[C:17]([CH:20]=[CH:21][CH:22]=1)[CH:18]=O.[Br-].[C:24]1([C:50]2[CH:55]=[CH:54][CH:53]=[CH:52][CH:51]=2)[CH:29]=[CH:28][CH:27]=[CH:26][C:25]=1[CH2:30][P+](C1C=CC=CC=1)(C1C=CC=CC=1)C1C=CC=CC=1. No catalyst specified. The product is [C:24]1([C:50]2[CH:51]=[CH:52][CH:53]=[CH:54][CH:55]=2)[CH:29]=[CH:28][CH:27]=[CH:26][C:25]=1/[CH:30]=[CH:18]/[C:17]1[CH:16]=[C:15]([CH2:14][CH2:13][CH2:12][N:3]2[C:4](=[O:11])[C:5]3[C:10](=[CH:9][CH:8]=[CH:7][CH:6]=3)[C:2]2=[O:1])[CH:22]=[CH:21][CH:20]=1. The yield is 0.130.